Dataset: Catalyst prediction with 721,799 reactions and 888 catalyst types from USPTO. Task: Predict which catalyst facilitates the given reaction. (1) Reactant: C(OC([NH:8][C:9]1[N:14]=[CH:13][C:12]([C:15]([NH:17][C:18](=[O:20])[OH:19])=[O:16])=[CH:11][CH:10]=1)=O)(C)(C)C.FC(F)(F)C(O)=O. Product: [NH2:8][C:9]1[N:14]=[CH:13][C:12]([C:15]([NH:17][C:18](=[O:19])[OH:20])=[O:16])=[CH:11][CH:10]=1. The catalyst class is: 4. (2) Reactant: [OH-].[Na+].[OH:3][CH2:4][CH:5]1[CH2:9][CH2:8][N:7]([C:10]2[N:15]=[C:14]([C:16]([NH:18][C:19]3[C:28]([CH3:29])=[CH:27][C:22]([C:23]([O:25]C)=[O:24])=[CH:21][C:20]=3[CH3:30])=[O:17])[C:13]([CH3:31])=[CH:12][CH:11]=2)[CH2:6]1.CO. Product: [OH:3][CH2:4][CH:5]1[CH2:9][CH2:8][N:7]([C:10]2[N:15]=[C:14]([C:16]([NH:18][C:19]3[C:20]([CH3:30])=[CH:21][C:22]([C:23]([OH:25])=[O:24])=[CH:27][C:28]=3[CH3:29])=[O:17])[C:13]([CH3:31])=[CH:12][CH:11]=2)[CH2:6]1. The catalyst class is: 90. (3) Reactant: [CH2:1]([N:8]1[CH2:13][CH2:12][NH:11][CH2:10][CH2:9]1)[C:2]1[CH:7]=[CH:6][CH:5]=[CH:4][CH:3]=1.O=[C:15]1[CH2:20][CH2:19][N:18]([CH2:21][C:22]([O:24][CH2:25][CH3:26])=[O:23])[CH2:17][CH2:16]1.CC1CCCO1.C(O)(=O)C.[Na].C(O[BH-](OC(=O)C)OC(=O)C)(=O)C.[OH-].[Na+].[ClH:53]. Product: [ClH:53].[ClH:53].[ClH:53].[CH2:1]([N:8]1[CH2:13][CH2:12][N:11]([CH:15]2[CH2:20][CH2:19][N:18]([CH2:21][C:22]([O:24][CH2:25][CH3:26])=[O:23])[CH2:17][CH2:16]2)[CH2:10][CH2:9]1)[C:2]1[CH:3]=[CH:4][CH:5]=[CH:6][CH:7]=1. The catalyst class is: 6. (4) Reactant: C1CCN2C(=NCCC2)CC1.[F:12][C:13]([F:24])([F:23])[C:14]1[CH:19]=[CH:18][CH:17]=[CH:16][C:15]=1[CH2:20][C:21]#[N:22].[CH2:25]=[O:26].Cl. Product: [F:12][C:13]([F:23])([F:24])[C:14]1[CH:19]=[CH:18][CH:17]=[CH:16][C:15]=1[CH:20]([CH2:25][OH:26])[C:21]#[N:22]. The catalyst class is: 20.